From a dataset of Catalyst prediction with 721,799 reactions and 888 catalyst types from USPTO. Predict which catalyst facilitates the given reaction. (1) Reactant: [C:1](#[N:5])[CH2:2][C:3]#[N:4].Br[CH2:7][CH2:8][C:9]([F:13])=[C:10]([F:12])[F:11].CC(C)([O-])C.[K+]. Product: [F:13][C:9](=[C:10]([F:12])[F:11])[CH2:8][CH2:7][CH:2]([C:1]#[N:5])[C:3]#[N:4]. The catalyst class is: 568. (2) Reactant: [F:1][C:2]([F:33])([F:32])[C:3]1[CH:4]=[C:5]([NH:13][CH2:14][C:15]([N:17]2[CH2:23][CH2:22][CH2:21][N:20]3[N:24]=[C:25]([C:27]([O:29]CC)=[O:28])[CH:26]=[C:19]3[CH2:18]2)=[O:16])[CH:6]=[C:7]([C:9]([F:12])([F:11])[F:10])[CH:8]=1.[OH-].[Na+].Cl. Product: [F:32][C:2]([F:1])([F:33])[C:3]1[CH:4]=[C:5]([NH:13][CH2:14][C:15]([N:17]2[CH2:23][CH2:22][CH2:21][N:20]3[N:24]=[C:25]([C:27]([OH:29])=[O:28])[CH:26]=[C:19]3[CH2:18]2)=[O:16])[CH:6]=[C:7]([C:9]([F:11])([F:12])[F:10])[CH:8]=1. The catalyst class is: 20. (3) Reactant: [CH2:1]([O:8][CH:9]1[CH:16]2[CH:12]([O:13][C:14]([CH3:18])([CH3:17])[O:15]2)[O:11][CH:10]1[CH:19]1[CH2:23][O:22]C(C)(C)[O:20]1)[C:2]1[CH:7]=[CH:6][CH:5]=[CH:4][CH:3]=1. Product: [CH2:1]([O:8][CH:9]1[CH:16]2[CH:12]([O:13][C:14]([CH3:18])([CH3:17])[O:15]2)[O:11][CH:10]1[CH:19]([OH:20])[CH2:23][OH:22])[C:2]1[CH:7]=[CH:6][CH:5]=[CH:4][CH:3]=1. The catalyst class is: 15. (4) Reactant: FC(F)(F)C([N:5]1[CH:10]2[CH2:11][CH2:12][CH:6]1[CH2:7][CH:8]([CH:13]1[C:26]3[CH:25]=[CH:24][C:23]([C:27]4[NH:31][N:30]=[N:29][N:28]=4)=[CH:22][C:21]=3[O:20][C:19]3[C:14]1=[CH:15][CH:16]=[CH:17][CH:18]=3)[CH2:9]2)=O.[OH-].[Na+]. Product: [NH:31]1[C:27]([C:23]2[CH:24]=[CH:25][C:26]3[CH:13]([CH:8]4[CH2:9][CH:10]5[NH:5][CH:6]([CH2:12][CH2:11]5)[CH2:7]4)[C:14]4[C:19]([O:20][C:21]=3[CH:22]=2)=[CH:18][CH:17]=[CH:16][CH:15]=4)=[N:28][N:29]=[N:30]1. The catalyst class is: 5. (5) Reactant: [Cl:1][C:2]1[N:7]=[C:6]([O:8][C:9]2[CH:14]=[CH:13][C:12]([O:15][CH3:16])=[CH:11][C:10]=2[Cl:17])[CH:5]=[C:4](Cl)[N:3]=1.O.Cl.Cl.[NH2:22][CH2:23][C:24]1[NH:25][C:26]2[CH:32]=[CH:31][CH:30]=[CH:29][C:27]=2[N:28]=1.C(N(CC)CC)C.O. Product: [Cl:1][C:2]1[N:7]=[C:6]([O:8][C:9]2[CH:14]=[CH:13][C:12]([O:15][CH3:16])=[CH:11][C:10]=2[Cl:17])[CH:5]=[C:4]([NH:22][CH2:23][C:24]2[NH:25][C:26]3[CH:32]=[CH:31][CH:30]=[CH:29][C:27]=3[N:28]=2)[N:3]=1. The catalyst class is: 3. (6) Reactant: CCN(S(F)(F)[F:7])CC.O[CH2:11][C:12]1[C:13]([CH2:28][NH:29][C:30](=[O:36])[O:31][C:32]([CH3:35])([CH3:34])[CH3:33])=[CH:14][C:15]([C:18]2[CH:19]=[N:20][C:21]([C:24]([F:27])([F:26])[F:25])=[N:22][CH:23]=2)=[N:16][CH:17]=1. Product: [F:7][CH2:11][C:12]1[C:13]([CH2:28][NH:29][C:30](=[O:36])[O:31][C:32]([CH3:35])([CH3:34])[CH3:33])=[CH:14][C:15]([C:18]2[CH:19]=[N:20][C:21]([C:24]([F:27])([F:26])[F:25])=[N:22][CH:23]=2)=[N:16][CH:17]=1. The catalyst class is: 4. (7) Reactant: [CH3:1][N:2]1[C:7]2[CH:8]=[CH:9][C:10]([C:12]3[CH:17]=[CH:16][C:15]([O:18][C:19]([F:22])([F:21])[F:20])=[CH:14][CH:13]=3)=[CH:11][C:6]=2[C:5](=O)[O:4][C:3]1=[O:24].[NH2:25][C@H:26](C(O)=O)[CH2:27][CH2:28][OH:29]. Product: [OH:29][CH2:28][CH2:27][C@H:26]1[C:3](=[O:24])[N:2]([CH3:1])[C:7]2[CH:8]=[CH:9][C:10]([C:12]3[CH:17]=[CH:16][C:15]([O:18][C:19]([F:22])([F:20])[F:21])=[CH:14][CH:13]=3)=[CH:11][C:6]=2[C:5](=[O:4])[NH:25]1. The catalyst class is: 15. (8) Reactant: [C:1]([O:4][CH2:5][CH2:6][O:7][C:8]1[CH:13]=[CH:12][C:11]([N+:14]([O-])=O)=[C:10]([C:17]([F:20])([F:19])[F:18])[CH:9]=1)(=[O:3])[CH3:2].[H][H]. Product: [C:1]([O:4][CH2:5][CH2:6][O:7][C:8]1[CH:13]=[CH:12][C:11]([NH2:14])=[C:10]([C:17]([F:18])([F:19])[F:20])[CH:9]=1)(=[O:3])[CH3:2]. The catalyst class is: 849.